From a dataset of Catalyst prediction with 721,799 reactions and 888 catalyst types from USPTO. Predict which catalyst facilitates the given reaction. (1) Reactant: [F:1][C:2]1[C:3]([NH:20][C:21]2[CH:22]=[C:23]([NH:27]C(=O)OC(C)(C)C)[CH:24]=[CH:25][CH:26]=2)=[N:4][C:5]([NH:8][C:9]2[CH:14]=[CH:13][C:12]([O:15][CH2:16][CH2:17][O:18][CH3:19])=[CH:11][CH:10]=2)=[N:6][CH:7]=1.FC(F)(F)C(O)=O.C(OCC)(=O)C.CCCCCC. Product: [NH2:27][C:23]1[CH:22]=[C:21]([NH:20][C:3]2[C:2]([F:1])=[CH:7][N:6]=[C:5]([NH:8][C:9]3[CH:14]=[CH:13][C:12]([O:15][CH2:16][CH2:17][O:18][CH3:19])=[CH:11][CH:10]=3)[N:4]=2)[CH:26]=[CH:25][CH:24]=1. The catalyst class is: 2. (2) Reactant: [CH3:1][O:2][C:3]1[CH:8]=[CH:7][NH:6][C:5](=[O:9])[CH:4]=1.[S:10](O[S:10]([C:13]([F:16])([F:15])[F:14])(=[O:12])=[O:11])([C:13]([F:16])([F:15])[F:14])(=[O:12])=[O:11].C(N(CC)CC)C. Product: [CH3:1][O:2][C:3]1[CH:8]=[CH:7][N:6]=[C:5]([O:9][S:10]([C:13]([F:16])([F:15])[F:14])(=[O:12])=[O:11])[CH:4]=1. The catalyst class is: 2. (3) Reactant: [Cl:1][C:2]1[C:7]([C:8]([O-:10])=[O:9])=[CH:6][C:5]([F:11])=[C:4](Cl)[N:3]=1.[CH3:13][N:14]1[CH2:19][CH2:18][NH:17][CH2:16][CH2:15]1.[CH2:20](N(CC)CC)[CH3:21]. Product: [Cl:1][C:2]1[C:7]([C:8]([O:10][CH2:20][CH3:21])=[O:9])=[CH:6][C:5]([F:11])=[C:4]([N:17]2[CH2:18][CH2:19][N:14]([CH3:13])[CH2:15][CH2:16]2)[N:3]=1. The catalyst class is: 10. (4) Reactant: Br[C:2]1[CH:3]=[N:4][C:5]([O:8][CH2:9][CH:10]2[CH2:15][CH2:14][N:13]([CH2:16][C:17]3([C:21]([F:24])([F:23])[F:22])[CH2:20][CH2:19][CH2:18]3)[CH2:12][CH2:11]2)=[N:6][CH:7]=1.[CH3:25][O:26][C:27]([C:29]1[CH:34]=[CH:33][C:32](B(O)O)=[CH:31][CH:30]=1)=[O:28].C([O-])([O-])=O.[Cs+].[Cs+].O1CCOCC1. Product: [F:22][C:21]([F:24])([F:23])[C:17]1([CH2:16][N:13]2[CH2:14][CH2:15][CH:10]([CH2:9][O:8][C:5]3[N:4]=[CH:3][C:2]([C:32]4[CH:33]=[CH:34][C:29]([C:27]([O:26][CH3:25])=[O:28])=[CH:30][CH:31]=4)=[CH:7][N:6]=3)[CH2:11][CH2:12]2)[CH2:20][CH2:19][CH2:18]1. The catalyst class is: 6. (5) Reactant: [F:1][C:2]1[CH:7]=[CH:6][C:5]([C:8]2[N:9]=[C:10]([CH:28]3[CH2:33][CH2:32][NH:31][CH2:30][CH2:29]3)[S:11][C:12]=2[C:13]2[CH:18]=[CH:17][N:16]=[C:15]([NH:19][C@H:20]([C:22]3[CH:27]=[CH:26][CH:25]=[CH:24][CH:23]=3)[CH3:21])[N:14]=2)=[CH:4][CH:3]=1.[CH2:34]=O.[BH4-].[Na+]. Product: [F:1][C:2]1[CH:3]=[CH:4][C:5]([C:8]2[N:9]=[C:10]([CH:28]3[CH2:33][CH2:32][N:31]([CH3:34])[CH2:30][CH2:29]3)[S:11][C:12]=2[C:13]2[CH:18]=[CH:17][N:16]=[C:15]([NH:19][C@H:20]([C:22]3[CH:27]=[CH:26][CH:25]=[CH:24][CH:23]=3)[CH3:21])[N:14]=2)=[CH:6][CH:7]=1. The catalyst class is: 5. (6) Reactant: Cl.F[C:3]1C=C(C=CC=1)CN1C=C(C2C3C(=NC=C(C4C=CC(C5CCNCC5)=CC=4)C=3)N(S(C3C=CC(C)=CC=3)(=O)=O)C=2)C=N1.[F:46][C:47]1[CH:48]=[C:49]([CH:87]=[CH:88][CH:89]=1)[CH2:50][N:51]1[CH:55]=[C:54]([C:56]2[C:64]3[C:59](=[N:60][CH:61]=[C:62]([C:65]4[CH:66]=[N:67][C:68]([N:71]5[CH2:76][CH2:75][NH:74][CH2:73][CH2:72]5)=[CH:69][CH:70]=4)[CH:63]=3)[N:58]([S:77]([C:80]3[CH:86]=[CH:85][C:83]([CH3:84])=[CH:82][CH:81]=3)(=[O:79])=[O:78])[CH:57]=2)[CH:53]=[N:52]1.C=O.[BH-](OC(C)=O)(OC(C)=O)OC(C)=O.[Na+]. Product: [F:46][C:47]1[CH:48]=[C:49]([CH:87]=[CH:88][CH:89]=1)[CH2:50][N:51]1[CH:55]=[C:54]([C:56]2[C:64]3[C:59](=[N:60][CH:61]=[C:62]([C:65]4[CH:66]=[N:67][C:68]([N:71]5[CH2:76][CH2:75][N:74]([CH3:3])[CH2:73][CH2:72]5)=[CH:69][CH:70]=4)[CH:63]=3)[N:58]([S:77]([C:80]3[CH:86]=[CH:85][C:83]([CH3:84])=[CH:82][CH:81]=3)(=[O:79])=[O:78])[CH:57]=2)[CH:53]=[N:52]1. The catalyst class is: 68. (7) Reactant: O.[NH2:2][NH2:3].[Br:4][C:5]1[CH:10]=[CH:9][C:8]([C:11]2[C:12](=O)[O:13][C:14](=[O:25])[C:15]=2[C:16]2[C:21]([F:22])=[CH:20][C:19]([F:23])=[CH:18][C:17]=2[F:24])=[CH:7][CH:6]=1.CC([O-])=O.[Na+]. Product: [Br:4][C:5]1[CH:10]=[CH:9][C:8]([C:11]2[C:12](=[O:13])[NH:2][NH:3][C:14](=[O:25])[C:15]=2[C:16]2[C:21]([F:22])=[CH:20][C:19]([F:23])=[CH:18][C:17]=2[F:24])=[CH:7][CH:6]=1. The catalyst class is: 86. (8) Reactant: CC1C=CC(S(O[CH2:12][C@@H:13]([C:17]2[CH:22]=[CH:21][C:20]([Cl:23])=[CH:19][CH:18]=2)[CH:14]2[CH2:16][CH2:15]2)(=O)=O)=CC=1.[C-:24]#[N:25].[Na+]. Product: [Cl:23][C:20]1[CH:19]=[CH:18][C:17]([C@@H:13]([CH:14]2[CH2:15][CH2:16]2)[CH2:12][C:24]#[N:25])=[CH:22][CH:21]=1. The catalyst class is: 16. (9) Reactant: [NH2:1][C@@H:2]1[CH2:7][CH2:6][CH2:5][N:4]([C:8]2[N:13]=[C:12]([NH:14][C:15]3[CH:20]=[CH:19][C:18]([N:21]4[CH2:26][CH2:25][N:24]([C:27]([O:29][CH2:30][C:31]5[CH:36]=[CH:35][CH:34]=[CH:33][CH:32]=5)=[O:28])[CH2:23][CH2:22]4)=[CH:17][CH:16]=3)[C:11]([C:37](=[O:39])[NH2:38])=[CH:10][CH:9]=2)[CH2:3]1.CCN(CC)CC.[C:47](Cl)(=[O:54])[C:48]1[CH:53]=[CH:52][CH:51]=[CH:50][CH:49]=1. Product: [C:47]([NH:1][C@@H:2]1[CH2:7][CH2:6][CH2:5][N:4]([C:8]2[N:13]=[C:12]([NH:14][C:15]3[CH:16]=[CH:17][C:18]([N:21]4[CH2:26][CH2:25][N:24]([C:27]([O:29][CH2:30][C:31]5[CH:36]=[CH:35][CH:34]=[CH:33][CH:32]=5)=[O:28])[CH2:23][CH2:22]4)=[CH:19][CH:20]=3)[C:11]([C:37](=[O:39])[NH2:38])=[CH:10][CH:9]=2)[CH2:3]1)(=[O:54])[C:48]1[CH:53]=[CH:52][CH:51]=[CH:50][CH:49]=1. The catalyst class is: 1.